Dataset: CYP2C19 inhibition data for predicting drug metabolism from PubChem BioAssay. Task: Regression/Classification. Given a drug SMILES string, predict its absorption, distribution, metabolism, or excretion properties. Task type varies by dataset: regression for continuous measurements (e.g., permeability, clearance, half-life) or binary classification for categorical outcomes (e.g., BBB penetration, CYP inhibition). Dataset: cyp2c19_veith. (1) The molecule is CCNc1ncc2ncc(=O)n(CCOC)c2n1. The result is 0 (non-inhibitor). (2) The compound is CCOC(=O)c1cnc(N(C)C)nc1SC(=N)N. The result is 0 (non-inhibitor). (3) The compound is Cc1ccc(NC(=O)c2ccc(NCC3CCCO3)c([N+](=O)[O-])c2)cc1Cl. The result is 1 (inhibitor).